This data is from Full USPTO retrosynthesis dataset with 1.9M reactions from patents (1976-2016). The task is: Predict the reactants needed to synthesize the given product. (1) Given the product [C:21]([C:5]([C:11]1[CH:16]=[CH:15][C:14]([O:17][CH3:18])=[C:13]([O:19][CH3:20])[CH:12]=1)([C:6]([O:8][CH2:9][CH3:10])=[O:7])[CH2:4][CH2:3][CH2:2][N:24]([CH3:23])[CH2:25][CH2:26][C:27]1[CH:36]=[CH:35][C:30]([C:31]([O:33][CH3:34])=[O:32])=[CH:29][CH:28]=1)#[N:22], predict the reactants needed to synthesize it. The reactants are: Br[CH2:2][CH2:3][CH2:4][C:5]([C:21]#[N:22])([C:11]1[CH:16]=[CH:15][C:14]([O:17][CH3:18])=[C:13]([O:19][CH3:20])[CH:12]=1)[C:6]([O:8][CH2:9][CH3:10])=[O:7].[CH3:23][NH:24][CH2:25][CH2:26][C:27]1[CH:36]=[CH:35][C:30]([C:31]([O:33][CH3:34])=[O:32])=[CH:29][CH:28]=1. (2) Given the product [CH3:1][C:2]([CH3:15])=[CH:3][C:4]1[N:19]([CH2:18][C:17]([F:22])([F:21])[F:16])[N:20]=[C:7]([N:10]2[CH2:14][CH2:13][CH2:12][CH2:11]2)[N:6]=1, predict the reactants needed to synthesize it. The reactants are: [CH3:1][C:2]([CH3:15])=[CH:3][C:4](/[N:6]=[C:7](/[N:10]1[CH2:14][CH2:13][CH2:12][CH2:11]1)\SC)=O.[F:16][C:17]([F:22])([F:21])[CH2:18][NH:19][NH2:20].